The task is: Regression/Classification. Given a drug SMILES string, predict its absorption, distribution, metabolism, or excretion properties. Task type varies by dataset: regression for continuous measurements (e.g., permeability, clearance, half-life) or binary classification for categorical outcomes (e.g., BBB penetration, CYP inhibition). For this dataset (ppbr_az), we predict Y.. This data is from Plasma protein binding rate (PPBR) regression data from AstraZeneca. The Y is 99.9 %. The drug is COc1nc(Cl)c(Cl)nc1NS(=O)(=O)c1ccc(Cl)s1.